This data is from Catalyst prediction with 721,799 reactions and 888 catalyst types from USPTO. The task is: Predict which catalyst facilitates the given reaction. Reactant: [NH2:1][C:2]1[N:7]=[C:6]([C:8]2[CH:13]=[CH:12][C:11]([OH:14])=[CH:10][C:9]=2[O:15][CH3:16])[CH:5]=[CH:4][CH:3]=1.C(=O)([O-])[O-].[Cs+].[Cs+].[CH2:23](Cl)[CH:24]=[CH2:25]. Product: [CH2:25]([O:14][C:11]1[CH:12]=[CH:13][C:8]([C:6]2[N:7]=[C:2]([NH2:1])[CH:3]=[CH:4][CH:5]=2)=[C:9]([O:15][CH3:16])[CH:10]=1)[CH:24]=[CH2:23]. The catalyst class is: 21.